Task: Predict the product of the given reaction.. Dataset: Forward reaction prediction with 1.9M reactions from USPTO patents (1976-2016) (1) The product is: [C:13]1([N:19]2[C:2]([NH2:1])=[CH:3][C:4]([C:5]([F:6])([F:7])[F:8])=[N:20]2)[CH:18]=[CH:17][CH:16]=[CH:15][CH:14]=1. Given the reactants [NH2:1]/[C:2](/OCC)=[CH:3]\[C:4](=O)[C:5]([F:8])([F:7])[F:6].[C:13]1([NH:19][NH2:20])[CH:18]=[CH:17][CH:16]=[CH:15][CH:14]=1, predict the reaction product. (2) The product is: [Cl:16][C:13]1[CH:14]=[CH:15][C:10]([N:8]2[CH:9]=[C:5]([C:3](=[O:4])[CH2:2][N:24]3[CH2:29][CH2:28][CH2:27][CH2:26][CH2:25]3)[CH:6]=[N:7]2)=[CH:11][CH:12]=1. Given the reactants Cl[CH2:2][C:3]([C:5]1[CH:6]=[N:7][N:8]([C:10]2[CH:15]=[CH:14][C:13]([Cl:16])=[CH:12][CH:11]=2)[CH:9]=1)=[O:4].C(N(CC)CC)C.[NH:24]1[CH2:29][CH2:28][CH2:27][CH2:26][CH2:25]1, predict the reaction product. (3) Given the reactants Br[C:2]1[CH:3]=[C:4]([OH:9])[CH:5]=[C:6]([Cl:8])[CH:7]=1.[CH3:10][C:11]1([CH3:27])[C:15]([CH3:17])([CH3:16])[O:14][B:13]([B:13]2[O:14][C:15]([CH3:17])([CH3:16])[C:11]([CH3:27])([CH3:10])[O:12]2)[O:12]1.C([O-])(=O)C.[K+].COCCOC, predict the reaction product. The product is: [Cl:8][C:6]1[CH:5]=[C:4]([OH:9])[CH:3]=[C:2]([B:13]2[O:14][C:15]([CH3:17])([CH3:16])[C:11]([CH3:27])([CH3:10])[O:12]2)[CH:7]=1. (4) Given the reactants [Cl:1][C:2]1[CH:7]=[C:6](OC)[C:5]([N+:10]([O-:12])=[O:11])=[CH:4][N:3]=1.[CH:13]1([NH2:16])[CH2:15][CH2:14]1, predict the reaction product. The product is: [Cl:1][C:2]1[CH:7]=[C:6]([NH:16][CH:13]2[CH2:15][CH2:14]2)[C:5]([N+:10]([O-:12])=[O:11])=[CH:4][N:3]=1. (5) Given the reactants [CH3:1][O:2][C:3](=[O:16])[C@@H:4]([NH2:15])[CH2:5][C:6]1[C:14]2[C:9](=[CH:10][CH:11]=[CH:12][CH:13]=2)[NH:8][CH:7]=1.[C:17]([O:21][C:22]([NH:24][CH2:25][CH2:26][CH2:27][CH2:28][C@H:29]([NH:33][C:34]([O:36][CH2:37][CH:38]1[C:50]2[CH:49]=[CH:48][CH:47]=[CH:46][C:45]=2[C:44]2[C:39]1=[CH:40][CH:41]=[CH:42][CH:43]=2)=[O:35])[C:30](O)=[O:31])=[O:23])([CH3:20])([CH3:19])[CH3:18], predict the reaction product. The product is: [CH3:1][O:2][C:3](=[O:16])[C@@H:4]([NH:15][C:30](=[O:31])[C@@H:29]([NH:33][C:34]([O:36][CH2:37][CH:38]1[C:39]2[CH:40]=[CH:41][CH:42]=[CH:43][C:44]=2[C:45]2[C:50]1=[CH:49][CH:48]=[CH:47][CH:46]=2)=[O:35])[CH2:28][CH2:27][CH2:26][CH2:25][NH:24][C:22]([O:21][C:17]([CH3:20])([CH3:19])[CH3:18])=[O:23])[CH2:5][C:6]1[C:14]2[C:9](=[CH:10][CH:11]=[CH:12][CH:13]=2)[NH:8][CH:7]=1. (6) Given the reactants [CH3:1][O:2][C:3]1[CH:4]=[CH:5][C:6]2[CH:10]=[CH:9][S:8][C:7]=2[CH:11]=1.[Li]CCCC.[C:17]([O:21][C:22]([N:24]1[CH2:29][CH2:28][C:27](=[O:30])[CH2:26][CH2:25]1)=[O:23])([CH3:20])([CH3:19])[CH3:18], predict the reaction product. The product is: [C:17]([O:21][C:22]([N:24]1[CH2:29][CH2:28][C:27]([C:9]2[S:8][C:7]3[CH:11]=[C:3]([O:2][CH3:1])[CH:4]=[CH:5][C:6]=3[CH:10]=2)([OH:30])[CH2:26][CH2:25]1)=[O:23])([CH3:20])([CH3:18])[CH3:19]. (7) Given the reactants [CH3:1][C:2]1[N:7]=[N:6][C:5]([C:8]2[N:12]([C:13]3[CH:14]=[N:15][CH:16]=[CH:17][CH:18]=3)[N:11]=[C:10]([C:19]([O:21]C)=[O:20])[CH:9]=2)=[CH:4][CH:3]=1.[OH-].[Na+].Cl, predict the reaction product. The product is: [CH3:1][C:2]1[N:7]=[N:6][C:5]([C:8]2[N:12]([C:13]3[CH:14]=[N:15][CH:16]=[CH:17][CH:18]=3)[N:11]=[C:10]([C:19]([OH:21])=[O:20])[CH:9]=2)=[CH:4][CH:3]=1.